From a dataset of Full USPTO retrosynthesis dataset with 1.9M reactions from patents (1976-2016). Predict the reactants needed to synthesize the given product. Given the product [NH:1]1[CH:5]=[C:4]([CH2:6][CH2:7][CH2:8][CH2:9][CH2:10][CH:11]2[CH2:16][CH2:15][N:14]([C:17]([O:18][CH2:19][C:20]3[CH:25]=[C:24]([C:26]#[N:27])[CH:23]=[C:22]([Cl:28])[CH:21]=3)=[O:29])[CH2:13][CH2:12]2)[N:3]=[N:2]1, predict the reactants needed to synthesize it. The reactants are: [NH:1]1[CH:5]=[C:4]([CH2:6][CH2:7][CH2:8][CH2:9][CH2:10][CH:11]2[CH2:16][CH2:15][NH:14][CH2:13][CH2:12]2)[N:3]=[N:2]1.[C:17](Cl)(=[O:29])[O:18][CH2:19][C:20]1[CH:25]=[C:24]([C:26]#[N:27])[CH:23]=[C:22]([Cl:28])[CH:21]=1.